From a dataset of Forward reaction prediction with 1.9M reactions from USPTO patents (1976-2016). Predict the product of the given reaction. (1) Given the reactants [CH3:1][C:2]1[CH:7]=[CH:6][C:5]([OH:8])=[C:4]([N+:9]([O-:11])=[O:10])[CH:3]=1.CCN(CC)CC.[F:19][C:20]([F:33])([F:32])[S:21](O[S:21]([C:20]([F:33])([F:32])[F:19])(=[O:23])=[O:22])(=[O:23])=[O:22], predict the reaction product. The product is: [CH3:1][C:2]1[CH:7]=[CH:6][C:5]([O:8][S:21]([C:20]([F:33])([F:32])[F:19])(=[O:23])=[O:22])=[C:4]([N+:9]([O-:11])=[O:10])[CH:3]=1. (2) The product is: [OH:8][C:5]1[CH:6]=[CH:7][C:2]([NH:1][C:18]([CH2:21][O:22][C:23]2[CH:36]=[CH:35][C:26]([CH2:27][CH:28]3[S:32][C:31](=[O:33])[NH:30][C:29]3=[O:34])=[CH:25][CH:24]=2)=[O:19])=[C:3]([N:9]([CH3:17])[C:10](=[O:16])[O:11][C:12]([CH3:13])([CH3:14])[CH3:15])[CH:4]=1. Given the reactants [NH2:1][C:2]1[CH:7]=[CH:6][C:5]([OH:8])=[CH:4][C:3]=1[N:9]([CH3:17])[C:10](=[O:16])[O:11][C:12]([CH3:15])([CH3:14])[CH3:13].[C:18]([CH2:21][O:22][C:23]1[CH:36]=[CH:35][C:26]([CH2:27][CH:28]2[S:32][C:31](=[O:33])[NH:30][C:29]2=[O:34])=[CH:25][CH:24]=1)(O)=[O:19].C(P(=O)(OCC)OCC)#N.C(N(CC)CC)C, predict the reaction product. (3) Given the reactants [OH:1][B:2]([OH:11])[C:3]1[S:7][C:6]([C:8]([OH:10])=[O:9])=[CH:5][CH:4]=1.[CH3:12][C:13]([CH3:18])([CH2:16]O)[CH2:14]O, predict the reaction product. The product is: [CH3:12][C:13]1([CH3:18])[CH2:16][O:1][B:2]([C:3]2[S:7][C:6]([C:8]([OH:10])=[O:9])=[CH:5][CH:4]=2)[O:11][CH2:14]1. (4) Given the reactants [Cl:1][C:2]1[C:7]2[NH:8][C:9](=[O:11])[NH:10][C:6]=2[CH:5]=[C:4]([Cl:12])[N:3]=1.[N+:13]([O-])([O-:15])=[O:14].[K+], predict the reaction product. The product is: [Cl:1][C:2]1[C:7]2[NH:8][C:9](=[O:11])[NH:10][C:6]=2[C:5]([N+:13]([O-:15])=[O:14])=[C:4]([Cl:12])[N:3]=1. (5) Given the reactants C(=O)([O-])[O-].[K+].[K+].Br[CH:8]1[CH2:10][CH2:9]1.[O:11]=[S:12]1(=[O:29])[CH2:17][CH2:16][N:15]2[CH:18]=[CH:19][CH:20]=[C:21]([C:22]3[CH:27]=[CH:26][C:25]([OH:28])=[CH:24][CH:23]=3)[C:14]2=[N:13]1.[I-].[Na+].[OH-].[Na+], predict the reaction product. The product is: [CH:8]1([O:28][C:25]2[CH:24]=[CH:23][C:22]([C:21]3[C:14]4=[N:13][S:12](=[O:29])(=[O:11])[CH2:17][CH2:16][N:15]4[CH:18]=[CH:19][CH:20]=3)=[CH:27][CH:26]=2)[CH2:10][CH2:9]1. (6) Given the reactants [C:1]([O:5][CH:6]([C:10]1[C:15]([CH3:16])=[CH:14][CH:13]=[C:12]([OH:17])[C:11]=1[C:18]1[CH:19]=[CH:20][C:21]2[O:26][CH2:25][CH2:24][CH2:23][C:22]=2[CH:27]=1)[C:7]([O-:9])=[O:8])([CH3:4])([CH3:3])[CH3:2].[N+:28]([O-:31])(O)=[O:29].O.[C:33](O)(=O)C, predict the reaction product. The product is: [CH3:33][O:8][C:7](=[O:9])[CH:6]([O:5][C:1]([CH3:4])([CH3:2])[CH3:3])[C:10]1[C:15]([CH3:16])=[CH:14][C:13]([N+:28]([O-:31])=[O:29])=[C:12]([OH:17])[C:11]=1[C:18]1[CH:27]=[C:22]2[C:21](=[CH:20][CH:19]=1)[O:26][CH2:25][CH2:24][CH2:23]2.